The task is: Predict which catalyst facilitates the given reaction.. This data is from Catalyst prediction with 721,799 reactions and 888 catalyst types from USPTO. (1) Reactant: C([O:4][C:5]1[CH:10]=[CH:9][C:8]([C:11](=[CH:15][C:16]2[CH:21]=[CH:20][C:19]([CH3:22])=[CH:18][CH:17]=2)[C:12]([OH:14])=[O:13])=[CH:7][CH:6]=1)(=O)C.[OH-].[Li+].Cl. Product: [OH:4][C:5]1[CH:10]=[CH:9][C:8]([C:11](=[CH:15][C:16]2[CH:17]=[CH:18][C:19]([CH3:22])=[CH:20][CH:21]=2)[C:12]([OH:14])=[O:13])=[CH:7][CH:6]=1. The catalyst class is: 20. (2) Reactant: [F:1][C:2]1[CH:29]=[C:28]([N+:30]([O-:32])=[O:31])[CH:27]=[CH:26][C:3]=1[O:4][C:5]1[CH:10]=[CH:9][N:8]=[C:7]2[CH:11]=[C:12]([C:14]3[N:15]([CH3:25])[C:16]([CH2:19][NH:20][CH2:21][CH2:22][O:23][CH3:24])=[CH:17][N:18]=3)[S:13][C:6]=12.[CH3:33][C:34]([O:37][C:38](O[C:38]([O:37][C:34]([CH3:36])([CH3:35])[CH3:33])=[O:39])=[O:39])([CH3:36])[CH3:35]. Product: [F:1][C:2]1[CH:29]=[C:28]([N+:30]([O-:32])=[O:31])[CH:27]=[CH:26][C:3]=1[O:4][C:5]1[CH:10]=[CH:9][N:8]=[C:7]2[CH:11]=[C:12]([C:14]3[N:15]([CH3:25])[C:16]([CH2:19][N:20]([CH2:21][CH2:22][O:23][CH3:24])[C:38](=[O:39])[O:37][C:34]([CH3:36])([CH3:35])[CH3:33])=[CH:17][N:18]=3)[S:13][C:6]=12. The catalyst class is: 2. (3) Reactant: [O:1]1[C:5]2[CH:6]=[CH:7][CH:8]=[CH:9][C:4]=2[N:3]=[C:2]1[C:10]1[CH:19]=[CH:18][C:13]([C:14](OC)=[O:15])=[CH:12][CH:11]=1. Product: [O:1]1[C:5]2[CH:6]=[CH:7][CH:8]=[CH:9][C:4]=2[N:3]=[C:2]1[C:10]1[CH:19]=[CH:18][C:13]([CH2:14][OH:15])=[CH:12][CH:11]=1. The catalyst class is: 1. (4) Product: [Cl:28][C:23]1[CH:22]=[C:21]([N:18]2[CH2:19][CH2:20][N:15]([S:12]([C:8]3[CH:7]=[C:6]([CH2:5][CH2:4][C:3]([OH:29])=[O:2])[CH:11]=[CH:10][CH:9]=3)(=[O:14])=[O:13])[CH2:16][CH2:17]2)[CH:26]=[CH:25][C:24]=1[Cl:27]. Reactant: C[O:2][C:3](=[O:29])[CH2:4][CH2:5][C:6]1[CH:11]=[CH:10][CH:9]=[C:8]([S:12]([N:15]2[CH2:20][CH2:19][N:18]([C:21]3[CH:26]=[CH:25][C:24]([Cl:27])=[C:23]([Cl:28])[CH:22]=3)[CH2:17][CH2:16]2)(=[O:14])=[O:13])[CH:7]=1.[Li+].[OH-].Cl. The catalyst class is: 36. (5) Reactant: [Cl-].O[NH3+:3].[C:4](=[O:7])([O-])[OH:5].[Na+].CS(C)=O.[CH2:13]([C:17]1[N:18]=[C:19]([CH2:44][O:45][CH3:46])[N:20]([CH2:39][C:40]([CH3:43])([CH3:42])[CH3:41])[C:21](=[O:38])[C:22]=1[CH2:23][C:24]1[CH:29]=[CH:28][C:27]([C:30]2[C:31]([C:36]#[N:37])=[CH:32][CH:33]=[CH:34][CH:35]=2)=[CH:26][CH:25]=1)[CH2:14][CH2:15][CH3:16]. Product: [CH2:13]([C:17]1[N:18]=[C:19]([CH2:44][O:45][CH3:46])[N:20]([CH2:39][C:40]([CH3:41])([CH3:43])[CH3:42])[C:21](=[O:38])[C:22]=1[CH2:23][C:24]1[CH:29]=[CH:28][C:27]([C:30]2[CH:35]=[CH:34][CH:33]=[CH:32][C:31]=2[C:36]2[NH:3][C:4](=[O:7])[O:5][N:37]=2)=[CH:26][CH:25]=1)[CH2:14][CH2:15][CH3:16]. The catalyst class is: 13. (6) Reactant: [C:1]([O:5][C:6]([NH:8][CH2:9][CH2:10][C:11]1[CH:16]=[CH:15][C:14]([NH:17]/[C:18](=[C:27]2\[C:28](=[O:39])[NH:29][C:30]3[C:35]\2=[CH:34][C:33]([N+:36]([O-:38])=[O:37])=[CH:32][CH:31]=3)/[C:19]2[CH:24]=[CH:23][C:22]([CH2:25][NH2:26])=[CH:21][CH:20]=2)=[CH:13][CH:12]=1)=[O:7])([CH3:4])([CH3:3])[CH3:2].[C:40](OC(=O)C)(=[O:42])[CH3:41]. Product: [C:1]([O:5][C:6]([NH:8][CH2:9][CH2:10][C:11]1[CH:12]=[CH:13][C:14]([NH:17]/[C:18](=[C:27]2\[C:28](=[O:39])[NH:29][C:30]3[C:35]\2=[CH:34][C:33]([N+:36]([O-:38])=[O:37])=[CH:32][CH:31]=3)/[C:19]2[CH:24]=[CH:23][C:22]([CH2:25][NH:26][C:40](=[O:42])[CH3:41])=[CH:21][CH:20]=2)=[CH:15][CH:16]=1)=[O:7])([CH3:4])([CH3:2])[CH3:3]. The catalyst class is: 12. (7) Reactant: [C:1]([O:5][C:6]([NH:8][C:9]([CH3:17])([CH3:16])[CH2:10]/[CH:11]=[CH:12]/[C:13]([OH:15])=O)=[O:7])([CH3:4])([CH3:3])[CH3:2].ON1C2N=CC=CC=2N=N1.Cl.C(N=C=NCCCN(C)C)C.[CH3:40][N:41]([C@@H:58]([C:66](=[O:69])[NH:67][CH3:68])[CH2:59][C:60]1[CH:65]=[CH:64][CH:63]=[CH:62][CH:61]=1)[C:42](=[O:57])[CH:43]([NH:55][CH3:56])[CH2:44][C:45]1[CH:54]=[CH:53][C:52]2[C:47](=[CH:48][CH:49]=[CH:50][CH:51]=2)[CH:46]=1.C(N(C(C)C)CC)(C)C. Product: [C:1]([O:5][C:6](=[O:7])[NH:8][C:9]([CH3:17])([CH3:16])[CH2:10]/[CH:11]=[CH:12]/[C:13](=[O:15])[N:55]([CH3:56])[C@@H:43]([C:42](=[O:57])[N:41]([CH3:40])[C@@H:58]([C:66](=[O:69])[NH:67][CH3:68])[CH2:59][C:60]1[CH:65]=[CH:64][CH:63]=[CH:62][CH:61]=1)[CH2:44][C:45]1[CH:54]=[CH:53][C:52]2[C:47](=[CH:48][CH:49]=[CH:50][CH:51]=2)[CH:46]=1)([CH3:2])([CH3:3])[CH3:4]. The catalyst class is: 2.